This data is from Experimentally validated miRNA-target interactions with 360,000+ pairs, plus equal number of negative samples. The task is: Binary Classification. Given a miRNA mature sequence and a target amino acid sequence, predict their likelihood of interaction. The miRNA is hsa-miR-887-3p with sequence GUGAACGGGCGCCAUCCCGAGG. The protein sequence of the target gene is MAGFAELGLSSWLVEQCRQLGLKQPTPVQLGCIPAILEGRDCLGCAKTGSGKTAAFVLPILQKLSEDPYGIFCLVLTPTRELAYQIAEQFRVLGKPLGLKDCIIVGGMDMVAQALELSRKPHVVIATPGRLADHLRSSNTFSIKKIRFLVMDEADRLLEQGCTDFTVDLEAILAAVPARRQTLLFSATLTDTLRELQGLATNQPFFWEAQAPVSTVEQLDQRYLLVPEKVKDAYLVHLIQRFQDEHEDWSIIIFTNTCKTCQILCMMLRKFSFPTVALHSMMKQKERFAALAKFKSSIYR.... Result: 0 (no interaction).